From a dataset of Cav3 T-type calcium channel HTS with 100,875 compounds. Binary Classification. Given a drug SMILES string, predict its activity (active/inactive) in a high-throughput screening assay against a specified biological target. (1) The drug is S(=O)(=O)(NCCC(=O)NCc1sccc1)c1ccc(OC)cc1. The result is 0 (inactive). (2) The molecule is S(CC(=O)NCCCN1CCOCC1)c1ccccc1. The result is 0 (inactive). (3) The drug is O=c1c(NC(C)(C)C)ccccc1. The result is 0 (inactive).